This data is from Full USPTO retrosynthesis dataset with 1.9M reactions from patents (1976-2016). The task is: Predict the reactants needed to synthesize the given product. Given the product [Br:33][C:34]1[CH:39]=[CH:38][C:37]([N:24]2[C:23]3[CH:22]=[CH:21][C:20]([C:16]4[CH:17]=[CH:18][C:19]5[N:7]([C:1]6[CH:6]=[CH:5][CH:4]=[CH:3][CH:2]=6)[C:8]6[C:13]([C:14]=5[CH:15]=4)=[CH:12][CH:11]=[CH:10][CH:9]=6)=[CH:32][C:31]=3[C:30]3[C:25]2=[CH:26][CH:27]=[CH:28][CH:29]=3)=[CH:36][CH:35]=1, predict the reactants needed to synthesize it. The reactants are: [C:1]1([N:7]2[C:19]3[CH:18]=[CH:17][C:16]([C:20]4[CH:21]=[CH:22][C:23]5[NH:24][C:25]6[C:30]([C:31]=5[CH:32]=4)=[CH:29][CH:28]=[CH:27][CH:26]=6)=[CH:15][C:14]=3[C:13]3[C:8]2=[CH:9][CH:10]=[CH:11][CH:12]=3)[CH:6]=[CH:5][CH:4]=[CH:3][CH:2]=1.[Br:33][C:34]1[CH:39]=[CH:38][C:37](I)=[CH:36][CH:35]=1.C(=O)([O-])[O-].[K+].[K+].[Na].